This data is from Reaction yield outcomes from USPTO patents with 853,638 reactions. The task is: Predict the reaction yield, written as a fraction of the theoretical maximum amount of product (1.0 means a 100% yield; for example, 0.34 means a 34% yield). (1) The reactants are [F:1][C:2]1[CH:9]=[C:8]([N:10]2[CH2:15][CH2:14][O:13][CH2:12][CH2:11]2)[CH:7]=[CH:6][C:3]=1[CH:4]=O.[CH3:16][C@H:17]1[CH2:22][NH:21][CH2:20][CH2:19][N:18]1[C:23]([O:25][C:26]([CH3:29])([CH3:28])[CH3:27])=[O:24].ClCCCl.C(O[BH-](OC(=O)C)OC(=O)C)(=O)C.[Na+]. The catalyst is O. The product is [F:1][C:2]1[CH:9]=[C:8]([N:10]2[CH2:15][CH2:14][O:13][CH2:12][CH2:11]2)[CH:7]=[CH:6][C:3]=1[CH2:4][N:21]1[CH2:20][CH2:19][N:18]([C:23]([O:25][C:26]([CH3:29])([CH3:28])[CH3:27])=[O:24])[C@@H:17]([CH3:16])[CH2:22]1. The yield is 0.930. (2) The reactants are [F:1][C:2]1[CH:3]=[C:4]2[C:8](=[CH:9][CH:10]=1)[C:7](=[O:11])[CH2:6][CH2:5]2.CS(O)(=O)=O.[N-:17]=[N+]=[N-].[Na+]. The catalyst is ClCCl. The product is [F:1][C:2]1[CH:3]=[C:4]2[C:8](=[CH:9][CH:10]=1)[C:7](=[O:11])[NH:17][CH2:6][CH2:5]2. The yield is 0.510. (3) The reactants are [C:1]([C:5]1[CH:9]=[C:8]([NH:10][C:11](=[O:19])OC2C=CC=CC=2)[N:7]([C:20]2[CH:25]=[CH:24][CH:23]=[CH:22][CH:21]=2)[N:6]=1)([CH3:4])([CH3:3])[CH3:2].[CH3:26][O:27][C:28]1[CH:29]=[C:30]2[C:35](=[CH:36][C:37]=1[O:38][CH3:39])[N:34]=[CH:33][N:32]=[C:31]2[O:40][C:41]1[C:42]([CH3:48])=[C:43]([CH:45]=[CH:46][CH:47]=1)[NH2:44]. No catalyst specified. The product is [C:1]([C:5]1[CH:9]=[C:8]([NH:10][C:11]([NH:44][C:43]2[CH:45]=[CH:46][CH:47]=[C:41]([O:40][C:31]3[C:30]4[C:35](=[CH:36][C:37]([O:38][CH3:39])=[C:28]([O:27][CH3:26])[CH:29]=4)[N:34]=[CH:33][N:32]=3)[C:42]=2[CH3:48])=[O:19])[N:7]([C:20]2[CH:21]=[CH:22][CH:23]=[CH:24][CH:25]=2)[N:6]=1)([CH3:2])([CH3:3])[CH3:4]. The yield is 0.640. (4) The catalyst is O. The product is [F:7][C:8]([F:17])([F:18])[O:9][C:10]1[CH:16]=[CH:15][CH:14]=[CH:13][C:11]=1[NH:12][C:2](=[O:3])[O:4][CH2:5][CH3:6]. The reactants are Cl[C:2]([O:4][CH2:5][CH3:6])=[O:3].[F:7][C:8]([F:18])([F:17])[O:9][C:10]1[CH:16]=[CH:15][CH:14]=[CH:13][C:11]=1[NH2:12].C(=O)([O-])[O-].[Na+].[Na+].O1CCOCC1. The yield is 0.840.